This data is from Forward reaction prediction with 1.9M reactions from USPTO patents (1976-2016). The task is: Predict the product of the given reaction. (1) Given the reactants [NH:1]1[CH:5]=[C:4]([CH:6]=[CH:7][C:8]([OH:10])=O)[N:3]=[CH:2]1.S(Cl)(Cl)=O.Cl.Cl.[N:17]1([C:23]2[CH:28]=[CH:27][C:26]([N:29]3[CH2:33][C@H:32]([CH2:34][O:35][C:36]4[CH:40]=[CH:39][O:38][N:37]=4)[O:31][C:30]3=[O:41])=[CH:25][C:24]=2[F:42])[CH2:22][CH2:21][NH:20][CH2:19][CH2:18]1.C(N(CC)CC)C, predict the reaction product. The product is: [NH:1]1[CH:5]=[C:4]([CH:6]=[CH:7][C:8]([N:20]2[CH2:19][CH2:18][N:17]([C:23]3[CH:28]=[CH:27][C:26]([N:29]4[CH2:33][C@H:32]([CH2:34][O:35][C:36]5[CH:40]=[CH:39][O:38][N:37]=5)[O:31][C:30]4=[O:41])=[CH:25][C:24]=3[F:42])[CH2:22][CH2:21]2)=[O:10])[N:3]=[CH:2]1. (2) Given the reactants [Cl:1][C:2]1[CH:7]=[CH:6][C:5]([CH:8]([C:18]2[CH:23]=[CH:22][CH:21]=[CH:20][CH:19]=2)[N:9]2[CH2:14][CH2:13][N:12]([CH2:15][CH2:16][OH:17])[CH2:11][CH2:10]2)=[CH:4][CH:3]=1.[OH-].[K+].Cl[CH2:27][C:28]([O-:30])=[O:29].[Na+].Cl, predict the reaction product. The product is: [Cl:1][C:2]1[CH:3]=[CH:4][C:5]([CH:8]([C:18]2[CH:19]=[CH:20][CH:21]=[CH:22][CH:23]=2)[N:9]2[CH2:10][CH2:11][N:12]([CH2:15][CH2:16][O:17][CH2:27][C:28]([OH:30])=[O:29])[CH2:13][CH2:14]2)=[CH:6][CH:7]=1.